Task: Predict the reactants needed to synthesize the given product.. Dataset: Full USPTO retrosynthesis dataset with 1.9M reactions from patents (1976-2016) Given the product [Cl:1][C:2]1[C:3]2[CH2:27][CH2:28][N:15]([CH:16]3[CH2:19][N:18]([C:20]([O:22][C:23]([CH3:26])([CH3:24])[CH3:25])=[O:21])[CH2:17]3)[C:4]=2[N:5]=[C:6]([N:8]2[CH2:13][CH2:12][O:11][CH2:10][C@@H:9]2[CH3:14])[N:7]=1, predict the reactants needed to synthesize it. The reactants are: [Cl:1][C:2]1[N:7]=[C:6]([N:8]2[CH2:13][CH2:12][O:11][CH2:10][C@@H:9]2[CH3:14])[N:5]=[C:4]([NH:15][CH:16]2[CH2:19][N:18]([C:20]([O:22][C:23]([CH3:26])([CH3:25])[CH3:24])=[O:21])[CH2:17]2)[C:3]=1[CH2:27][CH2:28]O.CS(Cl)(=O)=O.C1CCN2C(=NCCC2)CC1.